Dataset: Forward reaction prediction with 1.9M reactions from USPTO patents (1976-2016). Task: Predict the product of the given reaction. (1) Given the reactants [NH2:1][CH2:2][CH:3]([OH:6])[CH2:4][OH:5].[Cl:7][C:8]1[C:12]([Cl:13])=[C:11]([C:14](OC)=[O:15])[S:10][N:9]=1.C(OCC)(=O)C, predict the reaction product. The product is: [OH:6][CH:3]([CH2:4][OH:5])[CH2:2][NH:1][C:14]([C:11]1[S:10][N:9]=[C:8]([Cl:7])[C:12]=1[Cl:13])=[O:15]. (2) The product is: [F:43][C:42]([F:45])([F:44])[S:39]([O:30][C:24]1[CH:25]=[CH:26][C:27]2[C:22](=[CH:21][C:20]([CH2:19][CH:16]3[CH2:17][CH2:18][N:14]([CH:8]4[CH2:9][CH2:10][CH2:11][CH2:12][CH2:13]4)[C:15]3=[O:31])=[CH:29][CH:28]=2)[CH:23]=1)(=[O:41])=[O:40]. Given the reactants CCN(CC)CC.[CH:8]1([N:14]2[CH2:18][CH2:17][CH:16]([CH2:19][C:20]3[CH:29]=[CH:28][C:27]4[C:22](=[CH:23][C:24]([OH:30])=[CH:25][CH:26]=4)[CH:21]=3)[C:15]2=[O:31])[CH2:13][CH2:12][CH2:11][CH2:10][CH2:9]1.C1C=CC(N([S:39]([C:42]([F:45])([F:44])[F:43])(=[O:41])=[O:40])[S:39]([C:42]([F:45])([F:44])[F:43])(=[O:41])=[O:40])=CC=1, predict the reaction product. (3) Given the reactants [C:1]([C:4]1([O:20][CH2:21][C:22](OC)=[O:23])[CH2:9][CH2:8][N:7]([C:10]([O:12][CH2:13][C:14]2[CH:19]=[CH:18][CH:17]=[CH:16][CH:15]=2)=[O:11])[CH2:6][CH2:5]1)(=[O:3])[CH3:2].C(C1(OCC(OCC)=O)CCN(C(OCC2C=CC=CC=2)=O)CC1)(=O)C.CC(C)([O-])C.[K+].C(O)C, predict the reaction product. The product is: [O:23]=[C:22]1[CH2:2][C:1](=[O:3])[C:4]2([CH2:9][CH2:8][N:7]([C:10]([O:12][CH2:13][C:14]3[CH:19]=[CH:18][CH:17]=[CH:16][CH:15]=3)=[O:11])[CH2:6][CH2:5]2)[O:20][CH2:21]1. (4) Given the reactants [C:1]1([NH:7][C:8](=[O:42])[CH2:9][CH2:10][C@H:11]([C@@H:13]2[C@:30]3([CH3:31])[C:16]([C:17]4[CH2:18][CH2:19][C@@H:20]5[C@:25]([C:27]=4[CH2:28][CH2:29]3)([CH3:26])[CH2:24][CH2:23][C@H:22]([O:32][Si](C(C)(C)C)(C)C)[C:21]5([CH3:41])[CH3:40])=[CH:15][CH2:14]2)[CH3:12])[CH:6]=[CH:5][CH:4]=[CH:3][CH:2]=1.Cl, predict the reaction product. The product is: [C:1]1([NH:7][C:8](=[O:42])[CH2:9][CH2:10][C@H:11]([C@@H:13]2[C@:30]3([CH3:31])[C:16]([C:17]4[CH2:18][CH2:19][C@@H:20]5[C@:25]([C:27]=4[CH2:28][CH2:29]3)([CH3:26])[CH2:24][CH2:23][C@H:22]([OH:32])[C:21]5([CH3:41])[CH3:40])=[CH:15][CH2:14]2)[CH3:12])[CH:6]=[CH:5][CH:4]=[CH:3][CH:2]=1. (5) Given the reactants C([N:8]1[CH2:13][CH2:12][CH:11]([NH:14][C:15]2[CH:20]=[C:19]([O:21][CH3:22])[CH:18]=[CH:17][C:16]=2[C:23]2[NH:32][C:31](=[O:33])[C:30]3[C:25](=[CH:26][C:27]([O:36][CH3:37])=[CH:28][C:29]=3[O:34][CH3:35])[N:24]=2)[CH2:10][CH2:9]1)C1C=CC=CC=1, predict the reaction product. The product is: [CH3:35][O:34][C:29]1[CH:28]=[C:27]([O:36][CH3:37])[CH:26]=[C:25]2[C:30]=1[C:31](=[O:33])[NH:32][C:23]([C:16]1[CH:17]=[CH:18][C:19]([O:21][CH3:22])=[CH:20][C:15]=1[NH:14][CH:11]1[CH2:10][CH2:9][NH:8][CH2:13][CH2:12]1)=[N:24]2. (6) The product is: [CH:32]([O:45][C:46](=[O:67])[CH:47]([O:1][N:2]1[C:3](=[O:12])[C:4]2[C:5](=[CH:8][CH:9]=[CH:10][CH:11]=2)[C:6]1=[O:7])[CH2:48][O:49][C:50]1[CH:55]=[CH:54][C:53]([C:56]([NH:58][C:59]([O:61][C:62]([CH3:64])([CH3:63])[CH3:65])=[O:60])=[NH:57])=[CH:52][CH:51]=1)([C:39]1[CH:40]=[CH:41][CH:42]=[CH:43][CH:44]=1)[C:33]1[CH:38]=[CH:37][CH:36]=[CH:35][CH:34]=1. Given the reactants [OH:1][N:2]1[C:6](=[O:7])[C:5]2=[CH:8][CH:9]=[CH:10][CH:11]=[C:4]2[C:3]1=[O:12].C1(P(C2C=CC=CC=2)C2C=CC=CC=2)C=CC=CC=1.[CH:32]([O:45][C:46](=[O:67])[CH:47](O)[CH2:48][O:49][C:50]1[CH:55]=[CH:54][C:53]([C:56]([NH:58][C:59]([O:61][C:62]([CH3:65])([CH3:64])[CH3:63])=[O:60])=[NH:57])=[CH:52][CH:51]=1)([C:39]1[CH:44]=[CH:43][CH:42]=[CH:41][CH:40]=1)[C:33]1[CH:38]=[CH:37][CH:36]=[CH:35][CH:34]=1.N(C(OCC)=O)=NC(OCC)=O, predict the reaction product.